From a dataset of Peptide-MHC class II binding affinity with 134,281 pairs from IEDB. Regression. Given a peptide amino acid sequence and an MHC pseudo amino acid sequence, predict their binding affinity value. This is MHC class II binding data. The peptide sequence is DVKFPGGGQIVGGVYLLPRR. The MHC is HLA-DQA10501-DQB10301 with pseudo-sequence HLA-DQA10501-DQB10301. The binding affinity (normalized) is 0.855.